From a dataset of Catalyst prediction with 721,799 reactions and 888 catalyst types from USPTO. Predict which catalyst facilitates the given reaction. (1) Reactant: C([C:3]1[CH:4]=[C:5]([CH:15]=[CH:16][C:17]=1[B:18]1[O:22]C(C)(C)[C:20]([CH3:26])(C)[O:19]1)[O:6][C:7]1[CH:14]=[CH:13][C:10]([C:11]#[N:12])=[CH:9][N:8]=1)=O.C[Mg+].[Br-].Cl.C([O-])(O)=O.[Na+]. Product: [OH:22][B:18]1[C:17]2[CH:3]=[CH:4][C:5]([O:6][C:7]3[CH:14]=[CH:13][C:10]([C:11]#[N:12])=[CH:9][N:8]=3)=[CH:15][C:16]=2[CH:20]([CH3:26])[O:19]1. The catalyst class is: 20. (2) Reactant: [CH2:1]1[C:7]2[CH:8]=[CH:9][C:10]([CH:12]3[CH2:17][CH2:16][N:15]([C:18]([C:20]4[CH:27]=[CH:26][C:23]([C:24]#[N:25])=[CH:22][CH:21]=4)=[O:19])[CH2:14][CH2:13]3)=[CH:11][C:6]=2[CH2:5][CH2:4][NH:3][CH2:2]1.[CH3:28][CH:29]1[CH2:33][CH2:32][CH2:31][C:30]1=O.C(O)(=O)C.C(O[BH-](OC(=O)C)OC(=O)C)(=O)C.[Na+]. Product: [CH3:28][CH:29]1[CH2:33][CH2:32][CH2:31][CH:30]1[N:3]1[CH2:2][CH2:1][C:7]2[CH:8]=[CH:9][C:10]([CH:12]3[CH2:17][CH2:16][N:15]([C:18]([C:20]4[CH:27]=[CH:26][C:23]([C:24]#[N:25])=[CH:22][CH:21]=4)=[O:19])[CH2:14][CH2:13]3)=[CH:11][C:6]=2[CH2:5][CH2:4]1. The catalyst class is: 98. (3) Reactant: [N:1]1([CH2:6][C@@H:7]2[C@H:10]([NH:11][C:12](=[O:39])/[C:13](=[N:27]\[O:28][C:29]([CH3:38])([CH3:37])[C:30]([O:32]C(C)(C)C)=[O:31])/[C:14]3[N:18]=[C:17]([NH:19]C(OC(C)(C)C)=O)[S:16][N:15]=3)[C:9](=[O:40])[N:8]2[S:41]([OH:44])(=[O:43])=[O:42])[CH:5]=[N:4][CH:3]=[N:2]1.C(O)(C(F)(F)F)=O. Product: [N:1]1([CH2:6][C@@H:7]2[C@H:10]([NH:11][C:12](=[O:39])/[C:13](=[N:27]\[O:28][C:29]([CH3:38])([CH3:37])[C:30]([OH:32])=[O:31])/[C:14]3[N:18]=[C:17]([NH2:19])[S:16][N:15]=3)[C:9](=[O:40])[N:8]2[S:41]([OH:44])(=[O:42])=[O:43])[CH:5]=[N:4][CH:3]=[N:2]1. The catalyst class is: 2. (4) The catalyst class is: 686. Product: [Cl:13][C:5]1[C:4]2[C:9](=[CH:10][CH:11]=[C:2]([NH:26][CH2:25][C:23]3[CH:22]=[CH:21][CH:20]=[C:19]([N:14]4[CH2:18][CH2:17][CH2:16][CH2:15]4)[N:24]=3)[CH:3]=2)[C:8](=[O:12])[NH:7][N:6]=1. Reactant: Br[C:2]1[CH:3]=[C:4]2[C:9](=[CH:10][CH:11]=1)[C:8](=[O:12])[NH:7][N:6]=[C:5]2[Cl:13].[N:14]1([C:19]2[N:24]=[C:23]([CH2:25][NH2:26])[CH:22]=[CH:21][CH:20]=2)[CH2:18][CH2:17][CH2:16][CH2:15]1.C1C=CC(P(C2C(C3C(P(C4C=CC=CC=4)C4C=CC=CC=4)=CC=C4C=3C=CC=C4)=C3C(C=CC=C3)=CC=2)C2C=CC=CC=2)=CC=1.CC([O-])(C)C.[Na+]. (5) Reactant: [F:1][C:2]([F:18])([F:17])[C:3]1[O:7][N:6]=[C:5]([C:8]2[CH:16]=[CH:15][C:11]([C:12]([OH:14])=O)=[CH:10][CH:9]=2)[N:4]=1.CN(C(F)=[N+](C)C)C.F[P-](F)(F)(F)(F)F.[CH3:34][C:35]1[CH:40]=[C:39]([NH2:41])[CH:38]=[CH:37][N:36]=1.CCN(C(C)C)C(C)C. Product: [CH3:34][C:35]1[CH:40]=[C:39]([NH:41][C:12](=[O:14])[C:11]2[CH:10]=[CH:9][C:8]([C:5]3[N:4]=[C:3]([C:2]([F:1])([F:18])[F:17])[O:7][N:6]=3)=[CH:16][CH:15]=2)[CH:38]=[CH:37][N:36]=1. The catalyst class is: 3. (6) Reactant: CC1(C)C(C)(C)OB(C2CCN(C(OC(C)(C)C)=O)CC=2)O1.BrC1C=C(C(F)(F)F)C=CC=1Cl.[NH2:35][C:36]1[N:37]=[CH:38][C:39]([C:42]2[CH:47]=[CH:46][C:45]([C:48]3[CH:53]=[CH:52][C:51]([C:54]([F:57])([F:56])[F:55])=[CH:50][C:49]=3[C:58]3[CH2:63][CH2:62][N:61](C(OC(C)(C)C)=O)[CH2:60][CH:59]=3)=[CH:44][C:43]=2[F:71])=[N:40][CH:41]=1.C(O)(C(F)(F)F)=O. Product: [F:71][C:43]1[CH:44]=[C:45]([C:48]2[CH:53]=[CH:52][C:51]([C:54]([F:57])([F:56])[F:55])=[CH:50][C:49]=2[C:58]2[CH2:63][CH2:62][NH:61][CH2:60][CH:59]=2)[CH:46]=[CH:47][C:42]=1[C:39]1[N:40]=[CH:41][C:36]([NH2:35])=[N:37][CH:38]=1. The catalyst class is: 2.